This data is from Full USPTO retrosynthesis dataset with 1.9M reactions from patents (1976-2016). The task is: Predict the reactants needed to synthesize the given product. (1) Given the product [CH3:1][O:2][C:3]1[CH:23]=[CH:22][C:6]2[NH:7][C:8]([S:10]([CH2:11][C:12]3[C:17]([CH3:18])=[C:16]([O:19][CH3:20])[C:15]([CH3:21])=[CH:14][N:13]=3)=[O:32])=[N:9][C:5]=2[CH:4]=1, predict the reactants needed to synthesize it. The reactants are: [CH3:1][O:2][C:3]1[CH:23]=[CH:22][C:6]2[NH:7][C:8]([S:10][CH2:11][C:12]3[C:17]([CH3:18])=[C:16]([O:19][CH3:20])[C:15]([CH3:21])=[CH:14][N:13]=3)=[N:9][C:5]=2[CH:4]=1.ClC1C=CC=C(C(OO)=[O:32])C=1.[OH-].[NH4+]. (2) Given the product [CH3:13][O:12][N:11]([CH3:10])[C:6]([C:3]1[CH:4]=[CH:5][S:1][CH:2]=1)=[O:8], predict the reactants needed to synthesize it. The reactants are: [S:1]1[CH:5]=[CH:4][C:3]([C:6]([OH:8])=O)=[CH:2]1.Cl.[CH3:10][NH:11][O:12][CH3:13].CN1CCOCC1. (3) Given the product [CH2:1]([C:8]1[CH:9]=[CH:10][C:11]([O:12][CH:13]([CH3:18])[C:14]([OH:16])=[O:15])=[CH:19][CH:20]=1)[C:2]1[CH:3]=[CH:4][CH:5]=[CH:6][CH:7]=1, predict the reactants needed to synthesize it. The reactants are: [CH2:1]([C:8]1[CH:20]=[CH:19][C:11]([O:12][CH:13]([CH3:18])[C:14]([O:16]C)=[O:15])=[CH:10][CH:9]=1)[C:2]1[CH:7]=[CH:6][CH:5]=[CH:4][CH:3]=1.[OH-].[Na+].Cl. (4) Given the product [NH:15]1[CH2:20][CH2:19][CH:18]([C:21]2[O:25][N:24]=[C:23]([C:26]3[CH:31]=[CH:30][N:29]=[CH:28][CH:27]=3)[N:22]=2)[CH2:17][CH2:16]1, predict the reactants needed to synthesize it. The reactants are: FC(F)(F)C(O)=O.C(OC([N:15]1[CH2:20][CH2:19][CH:18]([C:21]2[O:25][N:24]=[C:23]([C:26]3[CH:31]=[CH:30][N:29]=[CH:28][CH:27]=3)[N:22]=2)[CH2:17][CH2:16]1)=O)(C)(C)C.